From a dataset of Catalyst prediction with 721,799 reactions and 888 catalyst types from USPTO. Predict which catalyst facilitates the given reaction. (1) Reactant: Br[C:2]1[C:10]2[O:9][C:8]([C:11]3[CH:16]=[CH:15][C:14]([OH:17])=[C:13]([F:18])[CH:12]=3)=[N:7][C:6]=2[CH:5]=[C:4]([OH:19])[CH:3]=1.[CH2:20]([Sn](CCCC)(CCCC)C=C)[CH2:21]CC.C(OCCOCC)C. Product: [F:18][C:13]1[CH:12]=[C:11]([C:8]2[O:9][C:10]3[C:2]([CH:20]=[CH2:21])=[CH:3][C:4]([OH:19])=[CH:5][C:6]=3[N:7]=2)[CH:16]=[CH:15][C:14]=1[OH:17]. The catalyst class is: 608. (2) Reactant: C(OC(=O)[NH:7][CH2:8][CH2:9][CH2:10][N:11]([CH2:13][CH2:14][CH2:15][N:16]1[C:25](=[O:26])[CH:24]2[CH:27]=[CH:28][CH:29]=[C:22]3[CH:23]2[C:18](=[CH:19][CH:20]=[CH:21]3)[C:17]1=[O:30])[CH3:12])(C)(C)C.FC(F)(F)C(O)=O. Product: [NH2:7][CH2:8][CH2:9][CH2:10][N:11]([CH3:12])[CH2:13][CH2:14][CH2:15][N:16]1[C:25](=[O:26])[CH:24]2[CH:27]=[CH:28][CH:29]=[C:22]3[CH:23]2[C:18](=[CH:19][CH:20]=[CH:21]3)[C:17]1=[O:30]. The catalyst class is: 2.